This data is from Catalyst prediction with 721,799 reactions and 888 catalyst types from USPTO. The task is: Predict which catalyst facilitates the given reaction. (1) Reactant: [CH2:1]([C:4]1[N:8]([CH2:9][C:10]2[CH:30]=[CH:29][C:13]3[C:14](=[CH:23]/[C:24](/[NH:27][OH:28])=[N:25]\[H])[C:15]4[CH:22]=[CH:21][CH:20]=[CH:19][C:16]=4[CH2:17][CH2:18][C:12]=3[CH:11]=2)[C:7]2[CH:31]=[CH:32][CH:33]=[CH:34][C:6]=2[N:5]=1)[CH2:2][CH3:3].C(N(CC)CC)C.[F:42][C:43]([F:54])([F:53])[C:44](O[C:44](=O)[C:43]([F:54])([F:53])[F:42])=O.O. Product: [CH2:1]([C:4]1[N:8]([CH2:9][C:10]2[CH:30]=[CH:29][C:13]3/[C:14](=[CH:23]/[C:24]4[N:25]=[C:44]([C:43]([F:54])([F:53])[F:42])[O:28][N:27]=4)/[C:15]4[CH:22]=[CH:21][CH:20]=[CH:19][C:16]=4[CH2:17][CH2:18][C:12]=3[CH:11]=2)[C:7]2[CH:31]=[CH:32][CH:33]=[CH:34][C:6]=2[N:5]=1)[CH2:2][CH3:3]. The catalyst class is: 4. (2) Reactant: [OH-].[Na+].C[O:4][C:5](=[O:41])[CH2:6][C:7]1[CH:8]=[N:9][CH:10]=[C:11]([C:13]2[CH:18]=[CH:17][C:16]([C:19]([CH2:38][CH3:39])([C:22]3[CH:27]=[CH:26][C:25](/[CH:28]=[CH:29]/[C:30]4([OH:36])[CH2:35][CH2:34][CH2:33][CH2:32][CH2:31]4)=[C:24]([CH3:37])[CH:23]=3)[CH2:20][CH3:21])=[CH:15][C:14]=2[CH3:40])[CH:12]=1.[Cl-].[NH4+]. The catalyst class is: 5. Product: [CH2:20]([C:19]([C:16]1[CH:17]=[CH:18][C:13]([C:11]2[CH:12]=[C:7]([CH2:6][C:5]([OH:41])=[O:4])[CH:8]=[N:9][CH:10]=2)=[C:14]([CH3:40])[CH:15]=1)([C:22]1[CH:27]=[CH:26][C:25](/[CH:28]=[CH:29]/[C:30]2([OH:36])[CH2:35][CH2:34][CH2:33][CH2:32][CH2:31]2)=[C:24]([CH3:37])[CH:23]=1)[CH2:38][CH3:39])[CH3:21]. (3) The catalyst class is: 316. Product: [Br:11][C:12]1[CH:17]=[CH:16][CH:15]=[CH:14][C:13]=1[S:18][C:7]([CH3:9])([CH3:8])[CH3:6]. Reactant: OS(O)(=O)=O.[CH3:6][C:7](O)([CH3:9])[CH3:8].[Br:11][C:12]1[CH:17]=[CH:16][CH:15]=[CH:14][C:13]=1[SH:18].C([O-])(O)=O.[Na+]. (4) Product: [N+:22]([C:19]1[CH:20]=[CH:21][C:16]([CH2:15][CH2:14][CH2:13][N:1]2[CH:5]=[N:4][CH:3]=[N:2]2)=[CH:17][CH:18]=1)([O-:24])=[O:23]. Reactant: [NH:1]1[CH:5]=[N:4][CH:3]=[N:2]1.C(=O)([O-])[O-].[K+].[K+].Br[CH2:13][CH2:14][CH2:15][C:16]1[CH:21]=[CH:20][C:19]([N+:22]([O-:24])=[O:23])=[CH:18][CH:17]=1.O. The catalyst class is: 1. (5) Reactant: [CH3:1][O:2][C:3]1[CH:4]=[N:5][CH:6]=[C:7]([O:9][CH3:10])[CH:8]=1.[Li+].CC([N-]C(C)C)C.[C:19](=[O:21])=[O:20]. Product: [CH3:10][O:9][C:7]1[CH:6]=[N:5][CH:4]=[C:3]([O:2][CH3:1])[C:8]=1[C:19]([OH:21])=[O:20]. The catalyst class is: 182. (6) Reactant: [Cl-].[Cl:2][CH2:3][CH2:4][NH2+:5][CH2:6][CH2:7][Cl:8].C(N(CC)CC)C.[C:16](O[C:16]([O:18][C:19]([CH3:22])([CH3:21])[CH3:20])=[O:17])([O:18][C:19]([CH3:22])([CH3:21])[CH3:20])=[O:17]. Product: [Cl:2][CH2:3][CH2:4][N:5]([CH2:6][CH2:7][Cl:8])[C:16](=[O:17])[O:18][C:19]([CH3:22])([CH3:21])[CH3:20]. The catalyst class is: 266. (7) The catalyst class is: 109. Reactant: Br[C:2]1[C:7]([CH3:8])=[CH:6][C:5]([NH:9][C:10]2[N:15]=[C:14]([NH:16][C:17]3[CH:21]=[C:20]([CH3:22])[N:19](C4CCCCO4)[N:18]=3)[C:13]([Cl:29])=[CH:12][N:11]=2)=[C:4]([CH3:30])[CH:3]=1.C([Sn](CCCC)(CCCC)[C:36]([O:38]CC)=[CH2:37])CCC. Product: [Cl:29][C:13]1[C:14]([NH:16][C:17]2[CH:21]=[C:20]([CH3:22])[NH:19][N:18]=2)=[N:15][C:10]([NH:9][C:5]2[C:4]([CH3:30])=[CH:3][C:2]([C:36](=[O:38])[CH3:37])=[C:7]([CH3:8])[CH:6]=2)=[N:11][CH:12]=1. (8) Reactant: [S:1]1[C:9]2[C:4](=[N:5][CH:6]=[CH:7][CH:8]=2)[N:3]=[C:2]1[O:10][C:11]1[CH:28]=[CH:27][C:14]([CH2:15][N:16]2[CH2:21][CH2:20][CH:19]([C:22]([O:24]CC)=[O:23])[CH2:18][CH2:17]2)=[CH:13][CH:12]=1.[OH-].[K+].O. Product: [S:1]1[C:9]2[C:4](=[N:5][CH:6]=[CH:7][CH:8]=2)[N:3]=[C:2]1[O:10][C:11]1[CH:12]=[CH:13][C:14]([CH2:15][N:16]2[CH2:17][CH2:18][CH:19]([C:22]([OH:24])=[O:23])[CH2:20][CH2:21]2)=[CH:27][CH:28]=1. The catalyst class is: 32. (9) Reactant: [NH2:1][C:2]1[C:3]([NH:8][CH2:9][CH3:10])=[N:4][CH:5]=[CH:6][CH:7]=1.C([O-])(O)=O.[Na+].[Br:16][C:17]1[CH:18]=[C:19]([C:24](Cl)=[O:25])[C:20]([Cl:23])=[N:21][CH:22]=1.BrC1C=C(C(O)=O)C(O)=NC=1.O=S(Cl)Cl. Product: [Cl:23][C:20]1[C:19]([C:24]([NH:1][C:2]2[C:3]([NH:8][CH2:9][CH3:10])=[N:4][CH:5]=[CH:6][CH:7]=2)=[O:25])=[CH:18][C:17]([Br:16])=[CH:22][N:21]=1. The catalyst class is: 23. (10) Reactant: [CH3:1][C:2]1[S:3][C:4]2[CH:10]=[CH:9][C:8]([NH2:11])=[CH:7][C:5]=2[N:6]=1.Br[CH2:13][C:14](=[O:19])[C:15]([CH3:18])([CH3:17])[CH3:16]. Product: [CH3:1][C:2]1[S:3][C:4]2[CH:10]=[CH:9][C:8]([NH:11][CH2:13][C:14](=[O:19])[C:15]([CH3:18])([CH3:17])[CH3:16])=[CH:7][C:5]=2[N:6]=1. The catalyst class is: 10.